Dataset: Reaction yield outcomes from USPTO patents with 853,638 reactions. Task: Predict the reaction yield, written as a fraction of the theoretical maximum amount of product (1.0 means a 100% yield; for example, 0.34 means a 34% yield). (1) The reactants are Br[C:2]1[CH:3]=[C:4]2[C:8](=[C:9]([C:11]([NH2:13])=[O:12])[CH:10]=1)[NH:7][CH:6]=[C:5]2[CH:14]1[CH2:18][CH2:17][S:16](=[O:20])(=[O:19])[CH2:15]1.[S:21]1[C:25]2[CH:26]=[CH:27][C:28](B(O)O)=[CH:29][C:24]=2[CH:23]=[CH:22]1.C(=O)([O-])[O-].[K+].[K+]. The catalyst is O1CCOCC1.O.C1C=CC(P(C2C=CC=CC=2)[C-]2C=CC=C2)=CC=1.C1C=CC(P(C2C=CC=CC=2)[C-]2C=CC=C2)=CC=1.Cl[Pd]Cl.[Fe+2]. The product is [S:21]1[C:25]2[CH:26]=[CH:27][C:28]([C:2]3[CH:3]=[C:4]4[C:8](=[C:9]([C:11]([NH2:13])=[O:12])[CH:10]=3)[NH:7][CH:6]=[C:5]4[CH:14]3[CH2:18][CH2:17][S:16](=[O:20])(=[O:19])[CH2:15]3)=[CH:29][C:24]=2[CH:23]=[CH:22]1. The yield is 0.670. (2) The reactants are C([O:4][CH2:5][CH2:6][CH2:7][CH2:8][CH2:9][CH2:10][CH2:11][CH2:12][O:13][C:14]1[CH:19]=[CH:18][CH:17]=[C:16]([NH2:20])[C:15]=1[C:21]#[N:22])(=O)C.[S:23](Cl)(=[O:26])(=[O:25])N.[N:28]1C=CC=CC=1.[OH-].[Na+]. The catalyst is CC(N(C)C)=O. The product is [NH2:28][C:21]1[C:15]2[C:14]([O:13][CH2:12][CH2:11][CH2:10][CH2:9][CH2:8][CH2:7][CH2:6][CH2:5][OH:4])=[CH:19][CH:18]=[CH:17][C:16]=2[NH:20][S:23](=[O:26])(=[O:25])[N:22]=1. The yield is 0.573.